Dataset: Reaction yield outcomes from USPTO patents with 853,638 reactions. Task: Predict the reaction yield, written as a fraction of the theoretical maximum amount of product (1.0 means a 100% yield; for example, 0.34 means a 34% yield). The reactants are [C:1]1([C:7]2[NH:8][C:9]([C:13]3[CH:18]=[CH:17][N:16]=[C:15]([O:19][CH3:20])[CH:14]=3)=[C:10](Br)[N:11]=2)[CH:6]=[CH:5][CH:4]=[CH:3][CH:2]=1.[Cl:21][C:22]1[CH:27]=[CH:26][C:25](B(O)O)=[CH:24][C:23]=1[C:31]([O:33]C)=[O:32].C(=O)([O-])[O-].[K+].[K+].[OH-].[K+].Cl. The catalyst is Cl[Pd](Cl)([P](C1C=CC=CC=1)(C1C=CC=CC=1)C1C=CC=CC=1)[P](C1C=CC=CC=1)(C1C=CC=CC=1)C1C=CC=CC=1.O.COCCOC. The product is [Cl:21][C:22]1[CH:27]=[CH:26][C:25]([C:10]2[NH:11][C:7]([C:1]3[CH:6]=[CH:5][CH:4]=[CH:3][CH:2]=3)=[N:8][C:9]=2[C:13]2[CH:18]=[CH:17][N:16]=[C:15]([O:19][CH3:20])[CH:14]=2)=[CH:24][C:23]=1[C:31]([OH:33])=[O:32]. The yield is 0.440.